This data is from Catalyst prediction with 721,799 reactions and 888 catalyst types from USPTO. The task is: Predict which catalyst facilitates the given reaction. (1) Reactant: [N:1]1[N:2]=[CH:3][N:4]([C:6]2[CH:11]=[CH:10][CH:9]=[CH:8][C:7]=2[C:12]#[N:13])[CH:5]=1. Product: [N:1]1[N:2]=[CH:3][N:4]([C:6]2[CH:11]=[CH:10][CH:9]=[CH:8][C:7]=2[CH2:12][NH2:13])[CH:5]=1. The catalyst class is: 63. (2) Reactant: [H-].[Al+3].[Li+].[H-].[H-].[H-].[CH3:7][O:8][C:9]1[C:10]([CH2:19][CH2:20][C:21]2[CH:25]=[CH:24][S:23][CH:22]=2)=[C:11]([CH2:15][C:16](O)=[O:17])[CH:12]=[CH:13][CH:14]=1.S(=O)(=O)(O)O. Product: [CH3:7][O:8][C:9]1[C:10]([CH2:19][CH2:20][C:21]2[CH:25]=[CH:24][S:23][CH:22]=2)=[C:11]([CH2:15][CH2:16][OH:17])[CH:12]=[CH:13][CH:14]=1. The catalyst class is: 49. (3) Reactant: C[O:2][C:3]([C:5]1[C:10]([C:11](OC)=[O:12])=[CH:9][CH:8]=[CH:7][N:6]=1)=O.[BH4-].[Na+].[Cl-:17].[Ca+2].[Cl-].O.C(O)C. Product: [ClH:17].[OH:2][CH2:3][C:5]1[C:10]([CH2:11][OH:12])=[CH:9][CH:8]=[CH:7][N:6]=1. The catalyst class is: 8. (4) Reactant: [C:1]123C(=O)[O:10][C:8](=[O:9])[CH:2]1[CH2:3][CH:4]([CH2:7]2)[CH2:5][CH2:6]3. Product: [CH2:8]([O:9][CH:3]1[CH:4]2[CH2:7][CH:1]([CH2:6][CH2:5]2)[CH:2]1[C:8]([OH:10])=[O:9])[CH:2]([CH3:3])[CH3:1]. The catalyst class is: 619.